From a dataset of Catalyst prediction with 721,799 reactions and 888 catalyst types from USPTO. Predict which catalyst facilitates the given reaction. (1) The catalyst class is: 7. Reactant: [CH2:1]([C:5]1[CH:10]=[CH:9][C:8]([CH2:11][C:12]([O:14][CH2:15][CH3:16])=[O:13])=[CH:7][CH:6]=1)[CH:2]([CH3:4])[CH3:3].[CH:17]([N-]C(C)C)(C)C.[Li+].[Br:25][CH2:26][CH2:27][CH2:28][CH2:29]Br. Product: [CH2:15]([O:14][C:12](=[O:13])[C:11]([C:8]1[CH:7]=[CH:6][C:5]([CH2:1][CH:2]([CH3:4])[CH3:3])=[CH:10][CH:9]=1)([CH3:17])[CH2:29][CH2:28][CH2:27][CH2:26][Br:25])[CH3:16]. (2) Reactant: [CH3:1][O:2][C:3]1[C:11]2[O:10][C:9]([CH3:13])([CH3:12])[CH2:8][C:7]=2[CH:6]=[C:5]([C:14]([CH3:18])([CH3:17])[C:15]#[N:16])[CH:4]=1.[OH-:19].[Na+].OO. Product: [CH3:1][O:2][C:3]1[C:11]2[O:10][C:9]([CH3:13])([CH3:12])[CH2:8][C:7]=2[CH:6]=[C:5]([C:14]([CH3:18])([CH3:17])[C:15]([NH2:16])=[O:19])[CH:4]=1. The catalyst class is: 5. (3) The catalyst class is: 135. Product: [Cl:1][C:2]1[CH:3]=[CH:4][C:5]([O:25][CH3:26])=[C:6]([S:8]([NH:11][C@@H:12]2[CH2:13][C@H:14]([CH3:24])[N:15]([C:17]#[N:30])[CH2:16]2)(=[O:10])=[O:9])[CH:7]=1. Reactant: [Cl:1][C:2]1[CH:3]=[CH:4][C:5]([O:25][CH3:26])=[C:6]([S:8]([NH:11][C@H:12]2[CH2:16][N:15]([C:17](OC(C)(C)C)=O)[C@@H:14]([CH3:24])[CH2:13]2)(=[O:10])=[O:9])[CH:7]=1.Cl.CC[N:30](C(C)C)C(C)C.BrC#N.C(O)C(N)(CO)CO. (4) Reactant: [CH2:1]([C:5]1[N:6]([CH2:26][C:27]2[CH:32]=[CH:31][C:30]([C:33]3[CH:38]=[CH:37][CH:36]=[CH:35][C:34]=3[C:39]3[NH:43][N:42]=[N:41][N:40]=3)=[CH:29][CH:28]=2)[C:7]([C:11]([NH:13][C@@H:14]([CH2:19][C:20]2[CH:25]=[CH:24][CH:23]=[CH:22][CH:21]=2)[C:15]([O:17]C)=[O:16])=[O:12])=[C:8]([Cl:10])[N:9]=1)[CH2:2][CH2:3][CH3:4].[OH-].[Li+]. Product: [CH2:1]([C:5]1[N:6]([CH2:26][C:27]2[CH:28]=[CH:29][C:30]([C:33]3[CH:38]=[CH:37][CH:36]=[CH:35][C:34]=3[C:39]3[NH:43][N:42]=[N:41][N:40]=3)=[CH:31][CH:32]=2)[C:7]([C:11]([NH:13][C@@H:14]([CH2:19][C:20]2[CH:21]=[CH:22][CH:23]=[CH:24][CH:25]=2)[C:15]([OH:17])=[O:16])=[O:12])=[C:8]([Cl:10])[N:9]=1)[CH2:2][CH2:3][CH3:4]. The catalyst class is: 5. (5) The catalyst class is: 7. Product: [CH2:4]([S:6]([C:9]1[CH:37]=[CH:36][C:12]([O:13][C:14]2[C:28]([CH2:29][C:30]([CH3:1])=[O:31])=[CH:27][C:17]3[NH:18][C:19]([C:21]4[CH:26]=[CH:25][CH:24]=[CH:23][N:22]=4)=[N:20][C:16]=3[CH:15]=2)=[CH:11][CH:10]=1)(=[O:8])=[O:7])[CH3:5]. Reactant: [CH3:1][Mg]Br.[CH2:4]([S:6]([C:9]1[CH:37]=[CH:36][C:12]([O:13][C:14]2[C:28]([CH2:29][C:30](N(OC)C)=[O:31])=[CH:27][C:17]3[NH:18][C:19]([C:21]4[CH:26]=[CH:25][CH:24]=[CH:23][N:22]=4)=[N:20][C:16]=3[CH:15]=2)=[CH:11][CH:10]=1)(=[O:8])=[O:7])[CH3:5].[Cl-].[NH4+]. (6) Reactant: [CH:1]([O:4][C:5]([N:7]1[CH2:12][CH2:11][CH:10]([C@H:13]([CH3:24])[CH2:14][CH2:15][O:16][C:17]2[CH:18]=[N:19][C:20](Cl)=[N:21][CH:22]=2)[CH2:9][CH2:8]1)=[O:6])([CH3:3])[CH3:2].[C:25]([O:29][C:30](=[O:44])[NH:31][C@@H:32]1[C@@H:36]([N:37]2[CH2:42][CH2:41][CH2:40][CH2:39][C:38]2=[O:43])[CH2:35][NH:34][CH2:33]1)([CH3:28])([CH3:27])[CH3:26].C1CCN2C(=NCCC2)CC1. Product: [CH:1]([O:4][C:5]([N:7]1[CH2:12][CH2:11][CH:10]([C@H:13]([CH3:24])[CH2:14][CH2:15][O:16][C:17]2[CH:18]=[N:19][C:20]([N:34]3[CH2:35][C@H:36]([N:37]4[CH2:42][CH2:41][CH2:40][CH2:39][C:38]4=[O:43])[C@@H:32]([NH:31][C:30]([O:29][C:25]([CH3:28])([CH3:27])[CH3:26])=[O:44])[CH2:33]3)=[N:21][CH:22]=2)[CH2:9][CH2:8]1)=[O:6])([CH3:3])[CH3:2]. The catalyst class is: 16. (7) Reactant: C([O:3][C:4](=[O:19])[CH2:5][N:6]1[C:11]2[CH:12]=[C:13]([Cl:17])[C:14]([Cl:16])=[CH:15][C:10]=2[O:9][CH2:8][C:7]1=[O:18])C.[Li+].[OH-]. Product: [Cl:17][C:13]1[C:14]([Cl:16])=[CH:15][C:10]2[O:9][CH2:8][C:7](=[O:18])[N:6]([CH2:5][C:4]([OH:19])=[O:3])[C:11]=2[CH:12]=1. The catalyst class is: 20. (8) Reactant: [C:1]([C:3]1[CH:4]=[C:5]([N:9]2[C:13]([C:14]([OH:16])=[O:15])=[CH:12][C:11]([C:17]([F:20])([F:19])[F:18])=[N:10]2)[CH:6]=[CH:7][CH:8]=1)#[N:2]. Product: [NH2:2][CH2:1][C:3]1[CH:4]=[C:5]([N:9]2[C:13]([C:14]([OH:16])=[O:15])=[CH:12][C:11]([C:17]([F:19])([F:20])[F:18])=[N:10]2)[CH:6]=[CH:7][CH:8]=1. The catalyst class is: 547. (9) Product: [O:1]=[C:2]1[O:8][C@H:7]([C@H:9]([CH2:11][OH:12])[OH:10])[C:5]([O-:6])=[C:3]1[OH:4].[Mg+2:14].[O:1]=[C:2]1[O:8][C@H:7]([C@H:9]([CH2:11][OH:12])[OH:10])[C:5]([O-:6])=[C:3]1[OH:4]. The catalyst class is: 6. Reactant: [O:1]=[C:2]1[O:8][C@H:7]([C@H:9]([CH2:11][OH:12])[OH:10])[C:5]([OH:6])=[C:3]1[OH:4].[O-2].[Mg+2:14]. (10) Reactant: [Br:1][C:2]1[C:11]2[C:10]([CH3:13])([CH3:12])[CH2:9][CH:8]=[C:7]([CH:14]([CH3:16])[CH3:15])[C:6]=2[CH:5]=[C:4]([C:17](=O)[CH:18]([CH3:20])[CH3:19])[C:3]=1[O:22][CH2:23][CH3:24].[CH3:25][CH2:26][O:27][C:28]([CH:30](P(OCC)(OCC)=O)[F:31])=[O:29].C([Li])CCC. Product: [Br:1][C:2]1[C:11]2[C:10]([CH3:12])([CH3:13])[CH2:9][CH:8]=[C:7]([CH:14]([CH3:15])[CH3:16])[C:6]=2[CH:5]=[C:4](/[C:17](/[CH:18]([CH3:19])[CH3:20])=[C:30](/[F:31])\[C:28]([O:27][CH2:26][CH3:25])=[O:29])[C:3]=1[O:22][CH2:23][CH3:24]. The catalyst class is: 1.